Task: Regression/Classification. Given a drug SMILES string, predict its absorption, distribution, metabolism, or excretion properties. Task type varies by dataset: regression for continuous measurements (e.g., permeability, clearance, half-life) or binary classification for categorical outcomes (e.g., BBB penetration, CYP inhibition). Dataset: cyp2c19_veith.. Dataset: CYP2C19 inhibition data for predicting drug metabolism from PubChem BioAssay (1) The molecule is CC(C)Nc1cc(C(F)(F)F)nc(-c2ccccn2)n1. The result is 0 (non-inhibitor). (2) The molecule is CC(=O)N[C@@H]1CONC1=O. The result is 0 (non-inhibitor).